The task is: Predict the reaction yield, written as a fraction of the theoretical maximum amount of product (1.0 means a 100% yield; for example, 0.34 means a 34% yield).. This data is from Reaction yield outcomes from USPTO patents with 853,638 reactions. The reactants are [CH3:1][O:2][C:3]([CH2:5]P(OC)(OC)=O)=[O:4].[Li+].CC([N-]C(C)C)C.[F:20][C:21]1[C:26]([O:27][CH3:28])=[CH:25][CH:24]=[CH:23][C:22]=1[C:29]([CH3:33])([CH3:32])[CH:30]=O.O. The catalyst is C1COCC1.CCCCCCC.C(C1C=CC=CC=1)C.O1CCCC1. The product is [CH3:1][O:2][C:3](=[O:4])/[CH:5]=[CH:33]\[C:29]([C:22]1[CH:23]=[CH:24][CH:25]=[C:26]([O:27][CH3:28])[C:21]=1[F:20])([CH3:30])[CH3:32]. The yield is 0.758.